Dataset: Reaction yield outcomes from USPTO patents with 853,638 reactions. Task: Predict the reaction yield, written as a fraction of the theoretical maximum amount of product (1.0 means a 100% yield; for example, 0.34 means a 34% yield). The reactants are [Br:1][C:2]1[CH:3]=[C:4]2[C:8](=[CH:9][CH:10]=1)[NH:7][CH:6]=[C:5]2/[C:11](/[C:23]#[N:24])=[CH:12]/[C:13]1[CH:14]=[C:15]([CH:18]=[CH:19][C:20]=1[O:21][CH3:22])[C:16]#[N:17].C(OC([N:32]1[CH2:37][CH2:36][N:35]([CH2:38][C:39](O)=[O:40])[CH2:34][CH2:33]1)=O)(C)(C)C.C1CN([P+](ON2N=NC3C=CC=CC2=3)(N2CCCC2)N2CCCC2)CC1.F[P-](F)(F)(F)(F)F.[ClH:75]. The catalyst is CN(C=O)C.C(N(CC)CC)C. The product is [ClH:75].[Br:1][C:2]1[CH:3]=[C:4]2[C:8](=[CH:9][CH:10]=1)[N:7]([C:39](=[O:40])[CH2:38][N:35]1[CH2:36][CH2:37][NH:32][CH2:33][CH2:34]1)[CH:6]=[C:5]2/[C:11](/[C:23]#[N:24])=[CH:12]/[C:13]1[CH:14]=[C:15]([CH:18]=[CH:19][C:20]=1[O:21][CH3:22])[C:16]#[N:17]. The yield is 0.460.